Dataset: Reaction yield outcomes from USPTO patents with 853,638 reactions. Task: Predict the reaction yield, written as a fraction of the theoretical maximum amount of product (1.0 means a 100% yield; for example, 0.34 means a 34% yield). (1) The reactants are [Cl:1][C:2]1[CH:18]=[CH:17][C:5]2[CH2:6][CH2:7][N:8]([C:11](=[O:16])[C:12]([F:15])([F:14])[F:13])[CH2:9][CH2:10][C:4]=2[C:3]=1OS(C(F)(F)F)(=O)=O.[CH:27]1([O:33][C:34]2[CH:41]=[CH:40][C:37]([CH2:38][NH2:39])=[CH:36][CH:35]=2)[CH2:32][CH2:31][CH2:30][CH2:29][CH2:28]1. The catalyst is C1(C)C=CC=CC=1. The product is [Cl:1][C:2]1[CH:18]=[CH:17][C:5]2[CH2:6][CH2:7][N:8]([C:11](=[O:16])[C:12]([F:15])([F:14])[F:13])[CH2:9][CH2:10][C:4]=2[C:3]=1[NH:39][CH2:38][C:37]1[CH:40]=[CH:41][C:34]([O:33][CH:27]2[CH2:28][CH2:29][CH2:30][CH2:31][CH2:32]2)=[CH:35][CH:36]=1. The yield is 0.690. (2) The reactants are [I:1][C:2]1[CH:3]=[CH:4][C:5]([N:8]2[C:12](=[O:13])[CH2:11][C:10]([CH3:15])([CH3:14])[C:9]2=[O:16])=[N:6][CH:7]=1.CO.[BH4-].[Na+]. The catalyst is C1COCC1. The product is [OH:16][CH:9]1[N:8]([C:5]2[CH:4]=[CH:3][C:2]([I:1])=[CH:7][N:6]=2)[C:12](=[O:13])[CH2:11][C:10]1([CH3:15])[CH3:14]. The yield is 0.460. (3) The reactants are [NH2:1][C:2]([CH3:6])([CH3:5])[CH2:3][OH:4].[H-].[Na+].[N+]([C:12]1[CH:19]=[CH:18][CH:17]=[C:16]([N+:20]([O-:22])=[O:21])[C:13]=1[C:14]#[N:15])([O-])=O.[C:23](O[C:23]([O:25][C:26]([CH3:29])([CH3:28])[CH3:27])=[O:24])([O:25][C:26]([CH3:29])([CH3:28])[CH3:27])=[O:24].C(O)(=O)CC(CC(O)=O)(C(O)=O)O. The catalyst is C1COCC1. The product is [C:26]([O:25][C:23](=[O:24])[NH:1][C:2]([CH3:6])([CH3:5])[CH2:3][O:4][C:12]1[CH:19]=[CH:18][CH:17]=[C:16]([N+:20]([O-:22])=[O:21])[C:13]=1[C:14]#[N:15])([CH3:29])([CH3:28])[CH3:27]. The yield is 1.00. (4) The reactants are [NH2:1][C:2]1[C:3]([N:9]2[CH2:14][CH2:13][CH:12]([OH:15])[CH2:11][CH2:10]2)=[N:4][C:5](Br)=[CH:6][N:7]=1.[N:16]1[CH:21]=[CH:20][C:19](B(O)O)=[CH:18][CH:17]=1. No catalyst specified. The product is [NH2:1][C:2]1[C:3]([N:9]2[CH2:14][CH2:13][CH:12]([OH:15])[CH2:11][CH2:10]2)=[N:4][C:5]([C:19]2[CH:20]=[CH:21][N:16]=[CH:17][CH:18]=2)=[CH:6][N:7]=1. The yield is 0.190. (5) The reactants are Br.[Br:2][CH2:3][CH2:4][CH2:5][NH2:6].C([O-])([O-])=O.[K+].[K+].[C:13](O[C:13]([O:15][C:16]([CH3:19])([CH3:18])[CH3:17])=[O:14])([O:15][C:16]([CH3:19])([CH3:18])[CH3:17])=[O:14]. The catalyst is O1CCOCC1.O. The product is [Br:2][CH:3]([C:13]([O:15][C:16]([CH3:19])([CH3:18])[CH3:17])=[O:14])[CH2:4][CH2:5][NH2:6]. The yield is 0.930. (6) The reactants are [C:1]1([N:7]2[CH:12]=[CH:11][C:10]([CH2:13][CH2:14][CH2:15][CH2:16][CH2:17][C:18]3[N:19]=[N:20][NH:21][CH:22]=3)=[C:9]([O:23]CC3C=CC=CC=3)[C:8]2=[O:31])[CH:6]=[CH:5][CH:4]=[CH:3][CH:2]=1.C1(N2C=CC(CCCC3N=NNC=3)=C(O)C2=O)C=CC=CC=1. The catalyst is C1COCC1. The product is [C:1]1([N:7]2[CH:12]=[CH:11][C:10]([CH2:13][CH2:14][CH2:15][CH2:16][CH2:17][C:18]3[N:19]=[N:20][NH:21][CH:22]=3)=[C:9]([OH:23])[C:8]2=[O:31])[CH:2]=[CH:3][CH:4]=[CH:5][CH:6]=1. The yield is 0.680. (7) The reactants are [CH3:1][C:2]1[O:6][N:5]=[C:4]([C:7]2[CH:12]=[CH:11][CH:10]=[CH:9][CH:8]=2)[C:3]=1[CH2:13][O:14][C:15]1[CH:23]=[CH:22][C:18]([C:19]([OH:21])=O)=[CH:17][N:16]=1.[NH2:24][CH:25]([CH2:28][OH:29])[CH2:26][OH:27]. No catalyst specified. The product is [OH:27][CH2:26][CH:25]([NH:24][C:19](=[O:21])[C:18]1[CH:22]=[CH:23][C:15]([O:14][CH2:13][C:3]2[C:4]([C:7]3[CH:8]=[CH:9][CH:10]=[CH:11][CH:12]=3)=[N:5][O:6][C:2]=2[CH3:1])=[N:16][CH:17]=1)[CH2:28][OH:29]. The yield is 0.870.